Dataset: Forward reaction prediction with 1.9M reactions from USPTO patents (1976-2016). Task: Predict the product of the given reaction. (1) Given the reactants [CH2:1]([N:8]([CH2:26][C@@H:27]([OH:46])[C@@H:28]([NH:36][C:37]([O:39][CH2:40][C:41]1[S:45][CH:44]=[N:43][CH:42]=1)=[O:38])[CH2:29][C:30]1[CH:35]=[CH:34][CH:33]=[CH:32][CH:31]=1)[C:9](=[O:25])[O:10]CC1C2CC3C(=CC=CC=3)C=2C=CC=1)[C:2]1[CH:7]=[CH:6][CH:5]=[CH:4][CH:3]=1.C(NCC)C.C([O-])(O)=O.[Na+].C(OC(O[C:60]([CH3:63])([CH3:62])[CH3:61])=O)(O[C:60]([CH3:63])([CH3:62])[CH3:61])=O.Cl, predict the reaction product. The product is: [CH2:1]([N:8]([CH2:26][C@@H:27]([OH:46])[C@@H:28]([NH:36][C:37]([O:39][CH2:40][C:41]1[S:45][CH:44]=[N:43][CH:42]=1)=[O:38])[CH2:29][C:30]1[CH:31]=[CH:32][CH:33]=[CH:34][CH:35]=1)[C:9](=[O:25])[O:10][C:60]([CH3:63])([CH3:62])[CH3:61])[C:2]1[CH:7]=[CH:6][CH:5]=[CH:4][CH:3]=1. (2) Given the reactants [OH:1][C:2]1[CH:3]=[C:4]([CH:9]=[C:10]([CH3:12])[CH:11]=1)[C:5]([O:7][CH3:8])=[O:6].[H-].[Na+].I[CH3:16], predict the reaction product. The product is: [CH3:16][O:1][C:2]1[CH:3]=[C:4]([CH:9]=[C:10]([CH3:12])[CH:11]=1)[C:5]([O:7][CH3:8])=[O:6].